From a dataset of Forward reaction prediction with 1.9M reactions from USPTO patents (1976-2016). Predict the product of the given reaction. (1) Given the reactants [CH2:1]([N:3]1[CH2:7][CH2:6][C:5]2([CH2:12][CH2:11][CH2:10][N:9]([CH:13]3[CH2:18][CH2:17][N:16]([C:19]([C:21]4[C:29]5[C:24](=[N:25][C:26]([CH3:30])=[CH:27][CH:28]=5)[S:23][C:22]=4[NH:31]C(=O)OC(C)(C)C)=[O:20])[CH2:15][CH2:14]3)[CH2:8]2)[C:4]1=[O:39])[CH3:2].C(=O)([O-])O.[Na+], predict the reaction product. The product is: [NH2:31][C:22]1[S:23][C:24]2=[N:25][C:26]([CH3:30])=[CH:27][CH:28]=[C:29]2[C:21]=1[C:19]([N:16]1[CH2:15][CH2:14][CH:13]([N:9]2[CH2:10][CH2:11][CH2:12][C:5]3([C:4](=[O:39])[N:3]([CH2:1][CH3:2])[CH2:7][CH2:6]3)[CH2:8]2)[CH2:18][CH2:17]1)=[O:20]. (2) The product is: [CH3:13][O:12][C:9]1[CH:10]=[C:11]2[C:6](=[CH:7][C:8]=1[O:14][CH2:15][CH2:16][CH2:17][N:18]1[CH2:23][CH2:22][CH2:21][CH2:20][CH2:19]1)[N:5]=[CH:4][N:3]=[C:2]2[O:30][C:31]1[CH:32]=[C:33]2[C:37](=[CH:38][CH:39]=1)[N:36]([CH3:40])[CH:35]=[CH:34]2. Given the reactants Cl[C:2]1[C:11]2[C:6](=[CH:7][C:8]([O:14][CH2:15][CH2:16][CH2:17][N:18]3[CH2:23][CH2:22][CH2:21][CH2:20][CH2:19]3)=[C:9]([O:12][CH3:13])[CH:10]=2)[N:5]=[CH:4][N:3]=1.C(=O)([O-])[O-].[K+].[K+].[OH:30][C:31]1[CH:32]=[C:33]2[C:37](=[CH:38][CH:39]=1)[N:36]([CH3:40])[CH:35]=[CH:34]2, predict the reaction product. (3) Given the reactants [Br:1][C:2]1[CH:3]=[CH:4][C:5]2[O:10][CH2:9][C:8](=[O:11])[NH:7][C:6]=2[CH:12]=1.C([O-])([O-])=O.[Cs+].[Cs+].[CH3:19][O:20][C:21]1[CH:28]=[CH:27][C:24]([CH2:25]Cl)=[CH:23][CH:22]=1, predict the reaction product. The product is: [Br:1][C:2]1[CH:3]=[CH:4][C:5]2[O:10][CH2:9][C:8](=[O:11])[N:7]([CH2:25][C:24]3[CH:27]=[CH:28][C:21]([O:20][CH3:19])=[CH:22][CH:23]=3)[C:6]=2[CH:12]=1. (4) Given the reactants [Br:1][C:2]1[CH:21]=[CH:20][C:19]([F:22])=[CH:18][C:3]=1[CH2:4][O:5][C@H:6]1[CH2:10][CH2:9][N:8]([C:11]([O:13][C:14]([CH3:17])([CH3:16])[CH3:15])=[O:12])[CH2:7]1.O[C@@H]1CCN(C(OC(C)(C)C)=O)C1, predict the reaction product. The product is: [Br:1][C:2]1[CH:21]=[CH:20][C:19]([F:22])=[CH:18][C:3]=1[CH2:4][O:5][C@@H:6]1[CH2:10][CH2:9][N:8]([C:11]([O:13][C:14]([CH3:16])([CH3:17])[CH3:15])=[O:12])[CH2:7]1. (5) Given the reactants [F:1][C:2]([F:21])([F:20])[C:3]1[N:4]=[C:5]([NH:8][C:9]2[CH:14]=[CH:13][C:12]([C@@H:15]([CH3:19])[C:16](O)=[O:17])=[CH:11][CH:10]=2)[S:6][CH:7]=1.[NH3:22], predict the reaction product. The product is: [F:1][C:2]([F:21])([F:20])[C:3]1[N:4]=[C:5]([NH:8][C:9]2[CH:14]=[CH:13][C:12]([C@@H:15]([CH3:19])[C:16]([NH2:22])=[O:17])=[CH:11][CH:10]=2)[S:6][CH:7]=1. (6) Given the reactants [NH2:1][C:2]1[CH:17]=[CH:16][C:5]([O:6][C:7]2[CH:12]=[CH:11][N:10]=[C:9]([C:13]([NH2:15])=[O:14])[CH:8]=2)=[CH:4][CH:3]=1.ClC1C=CN=[C:21]([C:25]([NH:27][CH3:28])=[O:26])C=1, predict the reaction product. The product is: [CH3:28][NH:27][C:25]([CH2:21][NH:15][C:13]([C:9]1[CH:8]=[C:7]([O:6][C:5]2[CH:16]=[CH:17][C:2]([NH2:1])=[CH:3][CH:4]=2)[CH:12]=[CH:11][N:10]=1)=[O:14])=[O:26].